The task is: Predict which catalyst facilitates the given reaction.. This data is from Catalyst prediction with 721,799 reactions and 888 catalyst types from USPTO. (1) Reactant: [N:1]1[CH:6]=[CH:5][CH:4]=[C:3]([C:7]2[CH:8]=[C:9]([C:18]3[O:22][N:21]=[C:20]([C:23]4[CH:31]=[CH:30][C:29]5[NH:28][C:27]6[CH:32]([CH2:35][C:36]([O:38]CC)=[O:37])[CH2:33][CH2:34][C:26]=6[C:25]=5[CH:24]=4)[N:19]=3)[CH:10]=[C:11]([O:13][C:14]([F:17])([F:16])[F:15])[CH:12]=2)[CH:2]=1.[OH-].[Na+]. Product: [N:1]1[CH:6]=[CH:5][CH:4]=[C:3]([C:7]2[CH:8]=[C:9]([C:18]3[O:22][N:21]=[C:20]([C:23]4[CH:31]=[CH:30][C:29]5[NH:28][C:27]6[CH:32]([CH2:35][C:36]([OH:38])=[O:37])[CH2:33][CH2:34][C:26]=6[C:25]=5[CH:24]=4)[N:19]=3)[CH:10]=[C:11]([O:13][C:14]([F:15])([F:16])[F:17])[CH:12]=2)[CH:2]=1. The catalyst class is: 38. (2) Reactant: [N:1]([CH2:4][CH2:5][CH2:6][N:7]1[CH:17]=[CH:16][C:11]([NH:12]C(=O)C)=[N:10][C:8]1=[O:9])=[N+:2]=[N-:3].N. Product: [N:1]([CH2:4][CH2:5][CH2:6][N:7]1[CH:17]=[CH:16][C:11]([NH2:12])=[N:10][C:8]1=[O:9])=[N+:2]=[N-:3]. The catalyst class is: 5. (3) Reactant: [C:1]([O:5][C:6](=[O:15])[NH:7][C:8]1[CH:9]=[N:10][CH:11]=[C:12](I)[CH:13]=1)([CH3:4])([CH3:3])[CH3:2].[NH2:16][C:17]1[N:22]=[CH:21][C:20]([C:23]#[CH:24])=[CH:19][N:18]=1.CCN(CC)CC. Product: [C:1]([O:5][C:6](=[O:15])[NH:7][C:8]1[CH:9]=[N:10][CH:11]=[C:12]([C:24]#[C:23][C:20]2[CH:19]=[N:18][C:17]([NH2:16])=[N:22][CH:21]=2)[CH:13]=1)([CH3:4])([CH3:3])[CH3:2]. The catalyst class is: 122. (4) Reactant: C(OC([N:8]1[CH:12]=[CH:11][CH:10]=[C:9]1[C:13]1[S:21][C:20]2[C:15](=[N:16][CH:17]=[CH:18][C:19]=2[NH:22][C:23]2[CH:24]=[C:25]3[C:29](=[CH:30][CH:31]=2)[NH:28][C:27]([CH3:32])=[CH:26]3)[CH:14]=1)=O)(C)(C)C.FC(F)(F)C(O)=O.C(=O)([O-])[O-].[Na+].[Na+]. Product: [CH3:32][C:27]1[NH:28][C:29]2[C:25]([CH:26]=1)=[CH:24][C:23]([NH:22][C:19]1[CH:18]=[CH:17][N:16]=[C:15]3[CH:14]=[C:13]([C:9]4[NH:8][CH:12]=[CH:11][CH:10]=4)[S:21][C:20]=13)=[CH:31][CH:30]=2. The catalyst class is: 46. (5) Reactant: [Cl:1][C:2]1[CH:24]=[CH:23][C:5]2[N:6]=[C:7]([NH:9][C:10]3[N:14]([CH3:15])[C:13]4[CH:16]=[CH:17][C:18]([C:20](O)=[O:21])=[CH:19][C:12]=4[N:11]=3)[S:8][C:4]=2[CH:3]=1.[CH3:25][O:26][CH:27]([O:30][CH3:31])[CH2:28][NH2:29].CN(C(ON1N=NC2C=CC=CC1=2)=[N+](C)C)C.F[P-](F)(F)(F)(F)F.CCN(C(C)C)C(C)C. Product: [CH3:25][O:26][CH:27]([O:30][CH3:31])[CH2:28][NH:29][C:20]([C:18]1[CH:17]=[CH:16][C:13]2[N:14]([CH3:15])[C:10]([NH:9][C:7]3[S:8][C:4]4[CH:3]=[C:2]([Cl:1])[CH:24]=[CH:23][C:5]=4[N:6]=3)=[N:11][C:12]=2[CH:19]=1)=[O:21]. The catalyst class is: 3.